Predict which catalyst facilitates the given reaction. From a dataset of Catalyst prediction with 721,799 reactions and 888 catalyst types from USPTO. Reactant: Br[CH2:2][C:3]([C:5]1[C:10]([CH3:11])=[CH:9][C:8]([O:12][CH2:13][CH3:14])=[CH:7][C:6]=1[CH3:15])=O.[NH2:16][C:17]([NH2:19])=[S:18]. Product: [CH2:13]([O:12][C:8]1[CH:9]=[C:10]([CH3:11])[C:5]([C:3]2[N:16]=[C:17]([NH2:19])[S:18][CH:2]=2)=[C:6]([CH3:15])[CH:7]=1)[CH3:14]. The catalyst class is: 14.